From a dataset of Human liver microsome stability data. Regression/Classification. Given a drug SMILES string, predict its absorption, distribution, metabolism, or excretion properties. Task type varies by dataset: regression for continuous measurements (e.g., permeability, clearance, half-life) or binary classification for categorical outcomes (e.g., BBB penetration, CYP inhibition). Dataset: hlm. (1) The molecule is COc1cc(OC)c2cc(-c3cn4nc(OC)sc4n3)oc2c1. The result is 1 (stable in human liver microsomes). (2) The molecule is COc1cc2c(N3CCN(C(=O)Nc4ccc(C#N)cc4)CC3)ncnc2cc1OCCN1CCC(=O)CC1. The result is 1 (stable in human liver microsomes). (3) The compound is CNC(=O)[C@@]12C[C@@H]1[C@@H](n1cnc3c(NC)nc(C#Cc4ccc(Br)s4)nc31)[C@H](O)[C@@H]2O. The result is 0 (unstable in human liver microsomes). (4) The drug is COc1ccc2[nH]c(C(=O)N3CC(=O)N(Cc4ccc5c(c4)CCO5)[C@@H](Cc4ccccc4)C3)cc2c1. The result is 1 (stable in human liver microsomes).